This data is from Catalyst prediction with 721,799 reactions and 888 catalyst types from USPTO. The task is: Predict which catalyst facilitates the given reaction. Reactant: [CH:1]1([N:7]([CH:18]2[CH2:23][CH2:22][CH2:21][CH2:20][CH2:19]2)[C:8]([NH:10][C:11]2[S:12][C:13]([CH:16]=[O:17])=[CH:14][N:15]=2)=[O:9])[CH2:6][CH2:5][CH2:4][CH2:3][CH2:2]1.[BH4-].[Li+]. Product: [CH:18]1([N:7]([CH:1]2[CH2:6][CH2:5][CH2:4][CH2:3][CH2:2]2)[C:8]([NH:10][C:11]2[S:12][C:13]([CH2:16][OH:17])=[CH:14][N:15]=2)=[O:9])[CH2:19][CH2:20][CH2:21][CH2:22][CH2:23]1. The catalyst class is: 5.